Dataset: Forward reaction prediction with 1.9M reactions from USPTO patents (1976-2016). Task: Predict the product of the given reaction. (1) The product is: [Dy+3:83].[C:41]([C:25]1[N:24]=[C:23]([CH2:22][N:19]2[CH2:18][CH2:17][N:16]([CH2:46][C:47]3[CH:48]=[C:49]([C:58]4[C:63]([O:64][CH3:65])=[CH:62][C:61]([O:66][CH3:67])=[CH:60][C:59]=4[O:68][CH3:69])[CH:50]=[C:51]([C:53]([OH:55])=[O:54])[N:52]=3)[CH2:15][CH2:14][N:13]([CH2:12][C:10]3[N:11]=[C:6]([C:4]([OH:5])=[O:3])[CH:7]=[C:8]([C:70]4[C:71]([O:80][CH3:81])=[CH:72][C:73]([O:78][CH3:79])=[CH:74][C:75]=4[O:76][CH3:77])[CH:9]=3)[CH2:21][CH2:20]2)[CH:28]=[C:27]([C:29]2[C:30]([O:39][CH3:40])=[CH:31][C:32]([O:37][CH3:38])=[CH:33][C:34]=2[O:35][CH3:36])[CH:26]=1)([OH:43])=[O:42]. Given the reactants C([O:3][C:4]([C:6]1[N:11]=[C:10]([CH2:12][N:13]2[CH2:21][CH2:20][N:19]([CH2:22][C:23]3[CH:28]=[C:27]([C:29]4[C:34]([O:35][CH3:36])=[CH:33][C:32]([O:37][CH3:38])=[CH:31][C:30]=4[O:39][CH3:40])[CH:26]=[C:25]([C:41]([O:43]CC)=[O:42])[N:24]=3)[CH2:18][CH2:17][N:16]([CH2:46][C:47]3[N:52]=[C:51]([C:53]([O:55]CC)=[O:54])[CH:50]=[C:49]([C:58]4[C:63]([O:64][CH3:65])=[CH:62][C:61]([O:66][CH3:67])=[CH:60][C:59]=4[O:68][CH3:69])[CH:48]=3)[CH2:15][CH2:14]2)[CH:9]=[C:8]([C:70]2[C:75]([O:76][CH3:77])=[CH:74][C:73]([O:78][CH3:79])=[CH:72][C:71]=2[O:80][CH3:81])[CH:7]=1)=[O:5])C.[Cl-].[Dy+3:83].[Cl-].[Cl-], predict the reaction product. (2) Given the reactants [CH:1]([C:3]1[CH:4]=[C:5]([C:8]([O:10][CH2:11][CH3:12])=[O:9])[NH:6][CH:7]=1)=O.[CH3:13][NH:14][CH3:15].C([BH3-])#N.[Na+].O, predict the reaction product. The product is: [CH3:13][N:14]([CH2:1][C:3]1[CH:4]=[C:5]([C:8]([O:10][CH2:11][CH3:12])=[O:9])[NH:6][CH:7]=1)[CH3:15]. (3) Given the reactants [Li].[N-](S(C(F)(F)F)(=O)=O)S(C(F)(F)F)(=O)=O.[Li+].[N-](S(C(C(F)(F)F)(F)F)(=O)=O)S(C(C(F)(F)F)(F)F)(=O)=O.[Li+].[F:40][C:41]([F:56])([S:52](F)(=[O:54])=[O:53])[C:42]([F:51])([F:50])[C:43]([F:49])([F:48])[C:44]([F:47])([F:46])[F:45].C[Si](C)(C)NS(C(F)(F)F)(=O)=O.[Li].[O-]S(S([O-])=O)=O.[Na+].[Na+].C([O-])(O)=O.[Na+].C(I)(C(C(C(F)(F)F)(F)F)(F)F)(F)F.[Cl:97]Cl, predict the reaction product. The product is: [F:40][C:41]([F:56])([S:52]([Cl:97])(=[O:54])=[O:53])[C:42]([F:51])([F:50])[C:43]([F:49])([F:48])[C:44]([F:47])([F:46])[F:45]. (4) Given the reactants Br[CH2:2][C:3]([C:5]1[CH:10]=[CH:9][C:8]([NH:11][S:12]([C:15]([F:18])([F:17])[F:16])(=[O:14])=[O:13])=[CH:7][C:6]=1[Cl:19])=O.[F:20][C:21]([F:34])([F:33])[CH2:22][CH2:23][C:24]1[CH:29]=[C:28]([C:30](=[S:32])[NH2:31])[CH:27]=[CH:26][N:25]=1, predict the reaction product. The product is: [Cl:19][C:6]1[CH:7]=[C:8]([NH:11][S:12]([C:15]([F:18])([F:17])[F:16])(=[O:14])=[O:13])[CH:9]=[CH:10][C:5]=1[C:3]1[N:31]=[C:30]([C:28]2[CH:27]=[CH:26][N:25]=[C:24]([CH2:23][CH2:22][C:21]([F:34])([F:20])[F:33])[CH:29]=2)[S:32][CH:2]=1. (5) Given the reactants [Br:1][C:2]1[S:6][C:5]([O:7][C:8]2[CH:13]=[CH:12][C:11]([S:14]([OH:17])(=[O:16])=O)=[CH:10][CH:9]=2)=[N:4][CH:3]=1.P(Cl)(Cl)(Cl)(Cl)Cl.[CH3:24][NH:25][CH:26]([CH3:28])[CH3:27].Cl, predict the reaction product. The product is: [Br:1][C:2]1[S:6][C:5]([O:7][C:8]2[CH:9]=[CH:10][C:11]([S:14]([N:25]([CH:26]([CH3:28])[CH3:27])[CH3:24])(=[O:16])=[O:17])=[CH:12][CH:13]=2)=[N:4][CH:3]=1.